The task is: Regression. Given two drug SMILES strings and cell line genomic features, predict the synergy score measuring deviation from expected non-interaction effect.. This data is from NCI-60 drug combinations with 297,098 pairs across 59 cell lines. (1) Drug 1: C1CCC(C1)C(CC#N)N2C=C(C=N2)C3=C4C=CNC4=NC=N3. Drug 2: CC1=C2C(C(=O)C3(C(CC4C(C3C(C(C2(C)C)(CC1OC(=O)C(C(C5=CC=CC=C5)NC(=O)OC(C)(C)C)O)O)OC(=O)C6=CC=CC=C6)(CO4)OC(=O)C)OC)C)OC. Cell line: RXF 393. Synergy scores: CSS=24.8, Synergy_ZIP=-12.6, Synergy_Bliss=-9.51, Synergy_Loewe=-36.4, Synergy_HSA=-8.19. (2) Drug 1: C1=CC(=CC=C1CCCC(=O)O)N(CCCl)CCCl. Drug 2: CS(=O)(=O)OCCCCOS(=O)(=O)C. Cell line: MDA-MB-435. Synergy scores: CSS=-13.3, Synergy_ZIP=3.40, Synergy_Bliss=-3.78, Synergy_Loewe=-17.1, Synergy_HSA=-14.2. (3) Synergy scores: CSS=4.46, Synergy_ZIP=0.538, Synergy_Bliss=1.20, Synergy_Loewe=2.40, Synergy_HSA=-0.0424. Drug 1: C1CC(=O)NC(=O)C1N2C(=O)C3=CC=CC=C3C2=O. Cell line: COLO 205. Drug 2: COCCOC1=C(C=C2C(=C1)C(=NC=N2)NC3=CC=CC(=C3)C#C)OCCOC.Cl. (4) Drug 1: CCN(CC)CCNC(=O)C1=C(NC(=C1C)C=C2C3=C(C=CC(=C3)F)NC2=O)C. Drug 2: C(=O)(N)NO. Cell line: A549. Synergy scores: CSS=0.468, Synergy_ZIP=-0.184, Synergy_Bliss=-0.563, Synergy_Loewe=-1.38, Synergy_HSA=-1.40. (5) Synergy scores: CSS=-2.55, Synergy_ZIP=1.38, Synergy_Bliss=1.23, Synergy_Loewe=-0.0789, Synergy_HSA=-1.72. Drug 2: C(=O)(N)NO. Drug 1: C1=CN(C=N1)CC(O)(P(=O)(O)O)P(=O)(O)O. Cell line: 786-0. (6) Drug 1: CC1CCC2CC(C(=CC=CC=CC(CC(C(=O)C(C(C(=CC(C(=O)CC(OC(=O)C3CCCCN3C(=O)C(=O)C1(O2)O)C(C)CC4CCC(C(C4)OC)O)C)C)O)OC)C)C)C)OC. Drug 2: C1C(C(OC1N2C=NC(=NC2=O)N)CO)O. Cell line: TK-10. Synergy scores: CSS=13.0, Synergy_ZIP=0.265, Synergy_Bliss=8.02, Synergy_Loewe=2.48, Synergy_HSA=2.87. (7) Drug 1: CCC(=C(C1=CC=CC=C1)C2=CC=C(C=C2)OCCN(C)C)C3=CC=CC=C3.C(C(=O)O)C(CC(=O)O)(C(=O)O)O. Drug 2: C1CC(C1)(C(=O)O)C(=O)O.[NH2-].[NH2-].[Pt+2]. Cell line: OVCAR-5. Synergy scores: CSS=12.5, Synergy_ZIP=-4.36, Synergy_Bliss=-1.77, Synergy_Loewe=-0.594, Synergy_HSA=0.171. (8) Drug 1: CC1=C(C=C(C=C1)NC2=NC=CC(=N2)N(C)C3=CC4=NN(C(=C4C=C3)C)C)S(=O)(=O)N.Cl. Drug 2: CC1=C(C=C(C=C1)C(=O)NC2=CC(=CC(=C2)C(F)(F)F)N3C=C(N=C3)C)NC4=NC=CC(=N4)C5=CN=CC=C5. Cell line: NCI-H322M. Synergy scores: CSS=-4.13, Synergy_ZIP=4.15, Synergy_Bliss=6.40, Synergy_Loewe=1.40, Synergy_HSA=0.522. (9) Drug 2: CC(CN1CC(=O)NC(=O)C1)N2CC(=O)NC(=O)C2. Drug 1: CC(C1=C(C=CC(=C1Cl)F)Cl)OC2=C(N=CC(=C2)C3=CN(N=C3)C4CCNCC4)N. Cell line: OVCAR-4. Synergy scores: CSS=-0.317, Synergy_ZIP=-2.40, Synergy_Bliss=-5.18, Synergy_Loewe=-5.31, Synergy_HSA=-5.78. (10) Drug 1: CC1=C2C(C(=O)C3(C(CC4C(C3C(C(C2(C)C)(CC1OC(=O)C(C(C5=CC=CC=C5)NC(=O)OC(C)(C)C)O)O)OC(=O)C6=CC=CC=C6)(CO4)OC(=O)C)O)C)O. Drug 2: CCC1(C2=C(COC1=O)C(=O)N3CC4=CC5=C(C=CC(=C5CN(C)C)O)N=C4C3=C2)O.Cl. Cell line: SN12C. Synergy scores: CSS=20.3, Synergy_ZIP=-2.91, Synergy_Bliss=-2.58, Synergy_Loewe=-13.6, Synergy_HSA=-4.60.